This data is from Reaction yield outcomes from USPTO patents with 853,638 reactions. The task is: Predict the reaction yield, written as a fraction of the theoretical maximum amount of product (1.0 means a 100% yield; for example, 0.34 means a 34% yield). (1) The reactants are [ClH:1].[NH2:2][C:3]1[C:4](Cl)=[C:5]([CH:9]=[CH:10][CH:11]=1)[C:6](O)=O.N([O-])=O.[Na+].N([O-])=O.S(=O)(=O)(O)[NH2:21].[CH3:25][C:26]([C:33]1[CH:38]=[CH:37][C:36]([OH:39])=[C:35]([C:40]([C:43]2[CH:48]=[CH:47][CH:46]=[CH:45][CH:44]=2)([CH3:42])[CH3:41])[CH:34]=1)([CH3:32])[CH2:27][C:28]([CH3:31])([CH3:30])[CH3:29].[OH-:49].[Ca+2].[OH-:51]. The catalyst is [OH-].[Na+].O.CO.C1(C)C(C)=CC=CC=1.C(OCC)(=O)C.C1(C)C=CC=CC=1. The product is [Cl:1][C:11]1[CH:10]=[CH:9][C:5]([C:6]([OH:51])=[O:49])=[CH:4][C:3]=1[N:2]=[N:21][C:37]1[CH:38]=[C:33]([C:26]([CH3:25])([CH3:32])[CH2:27][C:28]([CH3:29])([CH3:30])[CH3:31])[CH:34]=[C:35]([C:40]([CH3:41])([C:43]2[CH:44]=[CH:45][CH:46]=[CH:47][CH:48]=2)[CH3:42])[C:36]=1[OH:39]. The yield is 0.360. (2) The reactants are C([Li])CCC.[Br-].[Cl:7][C:8]1[CH:33]=[CH:32][C:11]([CH2:12][P+](C2C=CC=CC=2)(C2C=CC=CC=2)C2C=CC=CC=2)=[CH:10][C:9]=1[F:34].O=[C:36]1[CH2:41][CH2:40][N:39]([C:42]([O:44][C:45]([CH3:48])([CH3:47])[CH3:46])=[O:43])[CH2:38][CH2:37]1. The catalyst is C1COCC1. The product is [Cl:7][C:8]1[CH:33]=[CH:32][C:11]([CH:12]=[C:36]2[CH2:41][CH2:40][N:39]([C:42]([O:44][C:45]([CH3:48])([CH3:47])[CH3:46])=[O:43])[CH2:38][CH2:37]2)=[CH:10][C:9]=1[F:34]. The yield is 0.710. (3) The reactants are [C:1]1([C:7]([C:9]2[CH:18]=[C:17]3[C:12]([CH:13]=[C:14]([C:23]([O:25][CH2:26][CH3:27])=[O:24])[CH:15]([C:19]([F:22])([F:21])[F:20])[O:16]3)=[CH:11][CH:10]=2)=[CH2:8])[CH:6]=[CH:5][CH:4]=[CH:3][CH:2]=1. The catalyst is CCO.[Pd]. The product is [C:1]1([CH:7]([C:9]2[CH:18]=[C:17]3[C:12]([CH:13]=[C:14]([C:23]([O:25][CH2:26][CH3:27])=[O:24])[CH:15]([C:19]([F:21])([F:22])[F:20])[O:16]3)=[CH:11][CH:10]=2)[CH3:8])[CH:6]=[CH:5][CH:4]=[CH:3][CH:2]=1. The yield is 0.750.